From a dataset of Catalyst prediction with 721,799 reactions and 888 catalyst types from USPTO. Predict which catalyst facilitates the given reaction. (1) Reactant: [CH3:1][O:2][C:3]1[CH:24]=[CH:23][C:6]([CH2:7][O:8][C:9]2[C:18]3[C:13](=[C:14]([Cl:21])[C:15]([O:19][CH3:20])=[CH:16][CH:17]=3)[N:12]=[C:11](Cl)[CH:10]=2)=[CH:5][CH:4]=1.C([Sn](CCCC)(CCCC)[C:30]1[S:31][CH:32]=[C:33]([CH3:35])[N:34]=1)CCC.C(=O)([O-])[O-].[K+].[K+]. Product: [CH3:1][O:2][C:3]1[CH:24]=[CH:23][C:6]([CH2:7][O:8][C:9]2[C:18]3[C:13](=[C:14]([Cl:21])[C:15]([O:19][CH3:20])=[CH:16][CH:17]=3)[N:12]=[C:11]([C:30]3[S:31][CH:32]=[C:33]([CH3:35])[N:34]=3)[CH:10]=2)=[CH:5][CH:4]=1. The catalyst class is: 233. (2) Reactant: [CH3:1][C:2]1([CH3:12])[C:6]2=[C:7]([OH:11])[CH:8]=[CH:9][CH:10]=[C:5]2[O:4][CH2:3]1.F[C:14]1[CH:19]=[CH:18][C:17]([N+:20]([O-:22])=[O:21])=[CH:16][CH:15]=1.C(=O)([O-])[O-].[K+].[K+]. The catalyst class is: 10. Product: [CH3:1][C:2]1([CH3:12])[C:6]2[C:7]([O:11][C:14]3[CH:19]=[CH:18][C:17]([N+:20]([O-:22])=[O:21])=[CH:16][CH:15]=3)=[CH:8][CH:9]=[CH:10][C:5]=2[O:4][CH2:3]1. (3) Reactant: [C:1]1([C:7]2[N:8]=[C:9]([C:19]([O:21]CC3C=CC=CC=3)=[O:20])[N:10]([CH3:18])[C:11]=2[C:12]2[CH:17]=[CH:16][CH:15]=[CH:14][CH:13]=2)[CH:6]=[CH:5][CH:4]=[CH:3][CH:2]=1. Product: [C:1]1([C:7]2[N:8]=[C:9]([C:19]([OH:21])=[O:20])[N:10]([CH3:18])[C:11]=2[C:12]2[CH:13]=[CH:14][CH:15]=[CH:16][CH:17]=2)[CH:2]=[CH:3][CH:4]=[CH:5][CH:6]=1. The catalyst class is: 19. (4) Reactant: CN(C)/[CH:3]=[CH:4]/[C:5]1[S:9][C:8]([C:10]([O:12][CH3:13])=[O:11])=[CH:7][C:6]=1[N+:14]([O-])=O.C(O)(=O)C. Product: [S:9]1[C:5]2[CH:4]=[CH:3][NH:14][C:6]=2[CH:7]=[C:8]1[C:10]([O:12][CH3:13])=[O:11]. The catalyst class is: 312. (5) Reactant: [Cl:1][C:2]1[C:3]([O:11][CH2:12][O:13][CH3:14])=[CH:4][C:5]([OH:10])=[C:6]([CH:9]=1)[CH:7]=O.Br[CH2:16][C:17](=[O:19])[CH3:18].C(=O)([O-])[O-].[K+].[K+]. Product: [Cl:1][C:2]1[C:3]([O:11][CH2:12][O:13][CH3:14])=[CH:4][C:5]2[O:10][C:16]([C:17](=[O:19])[CH3:18])=[CH:7][C:6]=2[CH:9]=1. The catalyst class is: 10. (6) Reactant: Cl[C:2]1[CH:7]=[C:6]([O:8][C:9]2[CH:10]=[CH:11][C:12]([C:16]3[C:17]([O:25][CH3:26])=[N:18][C:19]([NH:22][CH2:23][CH3:24])=[N:20][CH:21]=3)=[N:13][C:14]=2[CH3:15])[CH:5]=[CH:4][N:3]=1.[CH3:27][C:28]1[CH:33]=[CH:32][C:31](B2OC(C)(C)C(C)(C)O2)=[CH:30][N:29]=1.C([O-])([O-])=O.[K+].[K+]. Product: [CH2:23]([NH:22][C:19]1[N:18]=[C:17]([O:25][CH3:26])[C:16]([C:12]2[CH:11]=[CH:10][C:9]([O:8][C:6]3[CH:5]=[CH:4][N:3]=[C:2]([C:31]4[CH:30]=[N:29][C:28]([CH3:27])=[CH:33][CH:32]=4)[CH:7]=3)=[C:14]([CH3:15])[N:13]=2)=[CH:21][N:20]=1)[CH3:24]. The catalyst class is: 38. (7) Reactant: Br[C:2]1[CH:11]=[C:10]2[C:5]([CH:6]=[CH:7][C:8]([C@H:12]([NH:14][C:15]([C@@H:17]3[CH2:22][CH2:21][CH2:20][N:19]([C:23](=[O:34])[C@@H:24]([NH:26][C:27](=[O:33])[C@@H:28]([OH:32])[CH:29]([CH3:31])[CH3:30])[CH3:25])[NH:18]3)=[O:16])[CH3:13])=[N:9]2)=[CH:4][CH:3]=1.[CH:35]([C:37]1([C:43]([OH:45])=[O:44])[CH2:42][O:41][CH2:40][O:39][CH2:38]1)=[CH2:36].C1(C)C=CC=CC=1P(C1C=CC=CC=1C)C1C=CC=CC=1C.C(N(CC)CC)C. Product: [OH:32][C@@H:28]([CH:29]([CH3:31])[CH3:30])[C:27]([NH:26][C@@H:24]([CH3:25])[C:23]([N:19]1[CH2:20][CH2:21][CH2:22][C@@H:17]([C:15]([NH:14][C@@H:12]([C:8]2[CH:7]=[CH:6][C:5]3[C:10](=[CH:11][C:2](/[CH:36]=[CH:35]/[C:37]4([C:43]([OH:45])=[O:44])[CH2:42][O:41][CH2:40][O:39][CH2:38]4)=[CH:3][CH:4]=3)[N:9]=2)[CH3:13])=[O:16])[NH:18]1)=[O:34])=[O:33]. The catalyst class is: 62. (8) Reactant: [Cl:1][C:2]1[CH:7]=[CH:6][C:5]([C:8]2[CH:13]=[CH:12][CH:11]=[CH:10][C:9]=2[C@H:14]([NH:30][S@:31]([C:33]([CH3:36])([CH3:35])[CH3:34])=[O:32])[CH:15]2[CH2:20][CH2:19][N:18]([C:21]3[CH:29]=[CH:28][C:24]([C:25](O)=[O:26])=[CH:23][CH:22]=3)[CH2:17][CH2:16]2)=[CH:4][CH:3]=1.C(Cl)CCl.CCN(C(C)C)C(C)C.[Si:50]([O:67][CH2:68][CH2:69][N:70]1[CH2:75][CH2:74][N:73]([CH2:76][CH2:77][C@@H:78]([NH:87][C:88]2[CH:93]=[CH:92][C:91]([S:94]([NH2:97])(=[O:96])=[O:95])=[CH:90][C:89]=2[S:98]([C:101]([F:104])([F:103])[F:102])(=[O:100])=[O:99])[CH2:79][S:80][C:81]2[CH:86]=[CH:85][CH:84]=[CH:83][CH:82]=2)[CH2:72][CH2:71]1)([C:63]([CH3:66])([CH3:65])[CH3:64])([C:57]1[CH:62]=[CH:61][CH:60]=[CH:59][CH:58]=1)[C:51]1[CH:56]=[CH:55][CH:54]=[CH:53][CH:52]=1. Product: [Si:50]([O:67][CH2:68][CH2:69][N:70]1[CH2:75][CH2:74][N:73]([CH2:76][CH2:77][C@@H:78]([NH:87][C:88]2[CH:93]=[CH:92][C:91]([S:94]([NH:97][C:25](=[O:26])[C:24]3[CH:28]=[CH:29][C:21]([N:18]4[CH2:19][CH2:20][CH:15]([C@H:14]([C:9]5[CH:10]=[CH:11][CH:12]=[CH:13][C:8]=5[C:5]5[CH:6]=[CH:7][C:2]([Cl:1])=[CH:3][CH:4]=5)[NH:30][S@:31]([C:33]([CH3:36])([CH3:35])[CH3:34])=[O:32])[CH2:16][CH2:17]4)=[CH:22][CH:23]=3)(=[O:95])=[O:96])=[CH:90][C:89]=2[S:98]([C:101]([F:102])([F:104])[F:103])(=[O:99])=[O:100])[CH2:79][S:80][C:81]2[CH:86]=[CH:85][CH:84]=[CH:83][CH:82]=2)[CH2:72][CH2:71]1)([C:63]([CH3:64])([CH3:65])[CH3:66])([C:57]1[CH:58]=[CH:59][CH:60]=[CH:61][CH:62]=1)[C:51]1[CH:56]=[CH:55][CH:54]=[CH:53][CH:52]=1. The catalyst class is: 79. (9) Reactant: [CH2:1]([C:5]1([CH2:34][CH2:35][CH2:36][CH3:37])[C:14]2[C:9](=[CH:10][CH:11]=[CH:12][CH:13]=2)[C:8]([OH:15])=[C:7]([C:16]2[NH:21][C:20]3[CH:22]=[CH:23][C:24]([NH:26][S:27]([CH3:30])(=[O:29])=[O:28])=[CH:25][C:19]=3[S:18](=[O:32])(=[O:31])[N:17]=2)[C:6]1=[O:33])[CH2:2][CH2:3][CH3:4].[OH-].[Na+:39]. Product: [CH2:1]([C:5]1([CH2:34][CH2:35][CH2:36][CH3:37])[C:14]2[C:9](=[CH:10][CH:11]=[CH:12][CH:13]=2)[C:8]([O-:15])=[C:7]([C:16]2[NH:21][C:20]3[CH:22]=[CH:23][C:24]([NH:26][S:27]([CH3:30])(=[O:29])=[O:28])=[CH:25][C:19]=3[S:18](=[O:32])(=[O:31])[N:17]=2)[C:6]1=[O:33])[CH2:2][CH2:3][CH3:4].[Na+:39]. The catalyst class is: 10. (10) Reactant: [CH2:1]([O:3][C:4](=[O:26])[CH:5](Br)[CH2:6][N:7]([S:16]([C:19]1[CH:24]=[CH:23][CH:22]=[CH:21][CH:20]=1)(=[O:18])=[O:17])[CH2:8][CH:9](Br)[C:10]([O:12][CH2:13][CH3:14])=[O:11])[CH3:2].[CH2:27]([NH2:34])[C:28]1[CH:33]=[CH:32][CH:31]=[CH:30][CH:29]=1. Product: [CH2:1]([O:3][C:4]([CH:5]1[CH2:6][N:7]([S:16]([C:19]2[CH:24]=[CH:23][CH:22]=[CH:21][CH:20]=2)(=[O:18])=[O:17])[CH2:8][CH:9]([C:10]([O:12][CH2:13][CH3:14])=[O:11])[N:34]1[CH2:27][C:28]1[CH:33]=[CH:32][CH:31]=[CH:30][CH:29]=1)=[O:26])[CH3:2]. The catalyst class is: 11.